From a dataset of Catalyst prediction with 721,799 reactions and 888 catalyst types from USPTO. Predict which catalyst facilitates the given reaction. Reactant: [Br:1][C:2]1[C:10]([CH3:11])=[CH:9][CH:8]=[CH:7][C:3]=1[C:4]([OH:6])=O.N=C=N.C1C=CC2N(O)N=NC=2C=1.[Cl:25][C:26]1[CH:27]=[C:28]([N:33]([CH2:45][CH2:46][CH2:47][N:48]2[CH2:55][CH:54]3[CH:50]([CH2:51][NH:52][CH2:53]3)[CH2:49]2)[C:34]([CH:36]2[CH2:41][CH2:40][N:39]([C:42](=[O:44])[CH3:43])[CH2:38][CH2:37]2)=[O:35])[CH:29]=[CH:30][C:31]=1[CH3:32].CCN(C(C)C)C(C)C. Product: [Br:1][C:2]1[C:10]([CH3:11])=[CH:9][CH:8]=[CH:7][C:3]=1[C:4]([N:52]1[CH2:53][CH:54]2[CH2:55][N:48]([CH2:47][CH2:46][CH2:45][N:33]([C:28]3[CH:29]=[CH:30][C:31]([CH3:32])=[C:26]([Cl:25])[CH:27]=3)[C:34]([CH:36]3[CH2:37][CH2:38][N:39]([C:42](=[O:44])[CH3:43])[CH2:40][CH2:41]3)=[O:35])[CH2:49][CH:50]2[CH2:51]1)=[O:6]. The catalyst class is: 59.